From a dataset of Forward reaction prediction with 1.9M reactions from USPTO patents (1976-2016). Predict the product of the given reaction. Given the reactants [C:1]([O:5][C:6]([NH:8][CH2:9][C:10]1[N:11]([CH2:34][CH:35]([CH3:37])[CH3:36])[C:12](=[O:33])[C:13]2[C:18]([C:19]=1[C:20]1[CH:25]=[CH:24][CH:23]=[CH:22][CH:21]=1)=[CH:17][C:16](/[CH:26]=[CH:27]/[C:28]([O:30]CC)=[O:29])=[CH:15][CH:14]=2)=[O:7])([CH3:4])([CH3:3])[CH3:2].[OH-].[Na+].O.Cl, predict the reaction product. The product is: [C:1]([O:5][C:6]([NH:8][CH2:9][C:10]1[N:11]([CH2:34][CH:35]([CH3:37])[CH3:36])[C:12](=[O:33])[C:13]2[C:18]([C:19]=1[C:20]1[CH:21]=[CH:22][CH:23]=[CH:24][CH:25]=1)=[CH:17][C:16](/[CH:26]=[CH:27]/[C:28]([OH:30])=[O:29])=[CH:15][CH:14]=2)=[O:7])([CH3:4])([CH3:3])[CH3:2].